This data is from Catalyst prediction with 721,799 reactions and 888 catalyst types from USPTO. The task is: Predict which catalyst facilitates the given reaction. (1) Reactant: [CH3:1][C:2]([S:5][C:6]1[CH:11]=[CH:10][C:9]([N+:12]([O-:14])=[O:13])=[CH:8][C:7]=1[Br:15])([CH3:4])[CH3:3].[OH:16]OS([O-])=O.[K+].[OH-:22].[Na+].C(Cl)Cl. Product: [CH3:4][C:2]([S:5]([C:6]1[CH:11]=[CH:10][C:9]([N+:12]([O-:14])=[O:13])=[CH:8][C:7]=1[Br:15])(=[O:16])=[O:22])([CH3:1])[CH3:3]. The catalyst class is: 24. (2) Reactant: Cl.[NH2:2][C:3]([NH:5][C:6]1[S:7][C:8]([C:27]2[CH:32]=[CH:31][C:30]([O:33][CH3:34])=[CH:29][CH:28]=2)=[CH:9][C:10]=1[C:11]([NH:13][C@H:14]1[CH2:19][CH2:18][CH2:17][N:16](C(OC(C)(C)C)=O)[CH2:15]1)=[O:12])=[O:4]. Product: [NH2:2][C:3]([NH:5][C:6]1[S:7][C:8]([C:27]2[CH:28]=[CH:29][C:30]([O:33][CH3:34])=[CH:31][CH:32]=2)=[CH:9][C:10]=1[C:11]([NH:13][C@H:14]1[CH2:19][CH2:18][CH2:17][NH:16][CH2:15]1)=[O:12])=[O:4]. The catalyst class is: 71. (3) Reactant: [Br:1][C:2]1[CH:3]=[C:4]([SH:9])[CH:5]=[CH:6][C:7]=1[F:8].C([O-])([O-])=O.[K+].[K+].[CH2:16](I)[CH3:17]. Product: [Br:1][C:2]1[CH:3]=[C:4]([S:9][CH2:16][CH3:17])[CH:5]=[CH:6][C:7]=1[F:8]. The catalyst class is: 21. (4) Reactant: Br[C:2]1[CH:3]=[CH:4][C:5]([Cl:10])=[C:6]([O:8][CH3:9])[CH:7]=1.[Li]CCCC.C(OC([N:23]1[CH2:28][CH2:27][C:26]2([CH2:33][CH2:32][C:31](=O)[CH2:30][CH2:29]2)[CH2:25][CH2:24]1)=O)(C)(C)C. Product: [Cl:10][C:5]1[CH:4]=[CH:3][C:2]([C:31]2[CH2:32][CH2:33][C:26]3([CH2:27][CH2:28][NH:23][CH2:24][CH2:25]3)[CH2:29][CH:30]=2)=[CH:7][C:6]=1[O:8][CH3:9]. The catalyst class is: 1. (5) Reactant: [O:1]1[CH:5]=[CH:4][CH:3]=[C:2]1[C:6]1[CH:36]=[CH:35][C:9]([C:10]([N:12]([CH2:17][C:18]2[CH:34]=[CH:33][CH:32]=[CH:31][C:19]=2[O:20][CH2:21][CH2:22][CH2:23][CH2:24][CH2:25][C:26]([O:28]CC)=[O:27])[CH2:13][CH2:14][O:15][CH3:16])=[O:11])=[CH:8][CH:7]=1.O.[OH-].[Li+]. Product: [O:1]1[CH:5]=[CH:4][CH:3]=[C:2]1[C:6]1[CH:7]=[CH:8][C:9]([C:10]([N:12]([CH2:17][C:18]2[CH:34]=[CH:33][CH:32]=[CH:31][C:19]=2[O:20][CH2:21][CH2:22][CH2:23][CH2:24][CH2:25][C:26]([OH:28])=[O:27])[CH2:13][CH2:14][O:15][CH3:16])=[O:11])=[CH:35][CH:36]=1. The catalyst class is: 20.